From a dataset of NCI-60 drug combinations with 297,098 pairs across 59 cell lines. Regression. Given two drug SMILES strings and cell line genomic features, predict the synergy score measuring deviation from expected non-interaction effect. (1) Drug 1: C1C(C(OC1N2C=NC3=C(N=C(N=C32)Cl)N)CO)O. Synergy scores: CSS=42.2, Synergy_ZIP=-12.2, Synergy_Bliss=-18.3, Synergy_Loewe=-15.8, Synergy_HSA=-11.9. Drug 2: C#CCC(CC1=CN=C2C(=N1)C(=NC(=N2)N)N)C3=CC=C(C=C3)C(=O)NC(CCC(=O)O)C(=O)O. Cell line: SW-620. (2) Drug 1: CC1CCC2CC(C(=CC=CC=CC(CC(C(=O)C(C(C(=CC(C(=O)CC(OC(=O)C3CCCCN3C(=O)C(=O)C1(O2)O)C(C)CC4CCC(C(C4)OC)O)C)C)O)OC)C)C)C)OC. Drug 2: CCCCC(=O)OCC(=O)C1(CC(C2=C(C1)C(=C3C(=C2O)C(=O)C4=C(C3=O)C=CC=C4OC)O)OC5CC(C(C(O5)C)O)NC(=O)C(F)(F)F)O. Cell line: OVCAR-8. Synergy scores: CSS=23.5, Synergy_ZIP=1.05, Synergy_Bliss=1.09, Synergy_Loewe=2.18, Synergy_HSA=2.30. (3) Drug 1: CCC1=CC2CC(C3=C(CN(C2)C1)C4=CC=CC=C4N3)(C5=C(C=C6C(=C5)C78CCN9C7C(C=CC9)(C(C(C8N6C)(C(=O)OC)O)OC(=O)C)CC)OC)C(=O)OC.C(C(C(=O)O)O)(C(=O)O)O. Drug 2: COC1=CC(=CC(=C1O)OC)C2C3C(COC3=O)C(C4=CC5=C(C=C24)OCO5)OC6C(C(C7C(O6)COC(O7)C8=CC=CS8)O)O. Cell line: MOLT-4. Synergy scores: CSS=78.3, Synergy_ZIP=-0.783, Synergy_Bliss=-1.44, Synergy_Loewe=-1.95, Synergy_HSA=1.46. (4) Drug 1: C1=NC(=NC(=O)N1C2C(C(C(O2)CO)O)O)N. Drug 2: CNC(=O)C1=NC=CC(=C1)OC2=CC=C(C=C2)NC(=O)NC3=CC(=C(C=C3)Cl)C(F)(F)F. Cell line: MALME-3M. Synergy scores: CSS=11.0, Synergy_ZIP=-2.43, Synergy_Bliss=2.11, Synergy_Loewe=-9.10, Synergy_HSA=0.0228. (5) Drug 2: CN(CC1=CN=C2C(=N1)C(=NC(=N2)N)N)C3=CC=C(C=C3)C(=O)NC(CCC(=O)O)C(=O)O. Drug 1: C1=C(C(=O)NC(=O)N1)N(CCCl)CCCl. Synergy scores: CSS=34.2, Synergy_ZIP=-1.51, Synergy_Bliss=-1.16, Synergy_Loewe=1.36, Synergy_HSA=4.35. Cell line: MCF7.